The task is: Regression. Given two drug SMILES strings and cell line genomic features, predict the synergy score measuring deviation from expected non-interaction effect.. This data is from NCI-60 drug combinations with 297,098 pairs across 59 cell lines. (1) Drug 1: CC12CCC(CC1=CCC3C2CCC4(C3CC=C4C5=CN=CC=C5)C)O. Drug 2: C1CN(P(=O)(OC1)NCCCl)CCCl. Cell line: DU-145. Synergy scores: CSS=-1.64, Synergy_ZIP=0.603, Synergy_Bliss=-2.74, Synergy_Loewe=-5.23, Synergy_HSA=-4.54. (2) Drug 1: CC1=C(C=C(C=C1)NC2=NC=CC(=N2)N(C)C3=CC4=NN(C(=C4C=C3)C)C)S(=O)(=O)N.Cl. Drug 2: C1=CC=C(C(=C1)C(C2=CC=C(C=C2)Cl)C(Cl)Cl)Cl. Cell line: OVCAR-8. Synergy scores: CSS=2.00, Synergy_ZIP=0.206, Synergy_Bliss=1.78, Synergy_Loewe=1.62, Synergy_HSA=1.92.